Dataset: Reaction yield outcomes from USPTO patents with 853,638 reactions. Task: Predict the reaction yield, written as a fraction of the theoretical maximum amount of product (1.0 means a 100% yield; for example, 0.34 means a 34% yield). The product is [C:23]([C:22]1[CH:25]=[C:26]([N:29]2[C:9]([C:11]3[O:12][CH:13]=[CH:14][CH:15]=3)=[CH:8][C:7]([C:6]([O:5][C:1]([CH3:4])([CH3:3])[CH3:2])=[O:17])=[N:30]2)[CH:27]=[CH:28][C:21]=1[F:20])#[N:24]. The reactants are [C:1]([O:5][C:6](=[O:17])[C:7]([O-])=[CH:8][C:9]([C:11]1[O:12][CH:13]=[CH:14][CH:15]=1)=O)([CH3:4])([CH3:3])[CH3:2].[Li+].Cl.[F:20][C:21]1[CH:28]=[CH:27][C:26]([NH:29][NH2:30])=[CH:25][C:22]=1[C:23]#[N:24]. The catalyst is C(O)(=O)C. The yield is 0.950.